This data is from CYP3A4 inhibition data for predicting drug metabolism from PubChem BioAssay. The task is: Regression/Classification. Given a drug SMILES string, predict its absorption, distribution, metabolism, or excretion properties. Task type varies by dataset: regression for continuous measurements (e.g., permeability, clearance, half-life) or binary classification for categorical outcomes (e.g., BBB penetration, CYP inhibition). Dataset: cyp3a4_veith. (1) The compound is COc1ccc2c(c1OC)C(=O)OC2Nc1ncccc1C. The result is 0 (non-inhibitor). (2) The drug is Cc1c(C)c(C)c(CC2(C)CSC2)c(CC2(C)CSC2)c1C. The result is 0 (non-inhibitor). (3) The drug is Cc1onc(-c2c(F)cccc2Cl)c1C(=O)N[C@@H]1C(=O)N2[C@H]1SC(C)(C)[C@H]2C(=O)O. The result is 0 (non-inhibitor). (4) The compound is CNc1nc(-c2cccc(NS(C)(=O)=O)c2)nc2ccccc12. The result is 1 (inhibitor). (5) The drug is O=C(/C=C/c1ccc2ccccc2c1)c1ccoc1. The result is 0 (non-inhibitor). (6) The compound is CCCN(CCC)CCCNC(=O)c1ccc2c(c1)N(CC)C(=O)c1ccccc1S2=O. The result is 0 (non-inhibitor).